Dataset: Full USPTO retrosynthesis dataset with 1.9M reactions from patents (1976-2016). Task: Predict the reactants needed to synthesize the given product. Given the product [F:1][C:2]1[CH:10]=[CH:9][CH:8]=[C:7]2[C:3]=1[CH2:4][CH2:5][N:6]2[C:38](=[O:39])[CH2:37][C:27]1[N:26]=[C:25]([O:24][CH3:23])[CH:30]=[C:29]([N:31]2[CH2:36][CH2:35][O:34][CH2:33][CH2:32]2)[N:28]=1, predict the reactants needed to synthesize it. The reactants are: [F:1][C:2]1[CH:10]=[CH:9][CH:8]=[C:7]2[C:3]=1[CH2:4][CH2:5][NH:6]2.Cl.CN(C)CCCN=C=NCC.[CH3:23][O:24][C:25]1[CH:30]=[C:29]([N:31]2[CH2:36][CH2:35][O:34][CH2:33][CH2:32]2)[N:28]=[C:27]([CH2:37][C:38]([O-])=[O:39])[N:26]=1.[Na+].